Dataset: Forward reaction prediction with 1.9M reactions from USPTO patents (1976-2016). Task: Predict the product of the given reaction. (1) Given the reactants [F:1][C:2]([F:13])([F:12])[C:3]1[CH:8]=[CH:7][C:6](B(O)O)=[CH:5][CH:4]=1.C(=O)([O-])[O-].[Na+].[Na+].[C:20]1([S:26]([CH:29]2[CH:39]([C:40]3[CH:45]=[C:44](Br)[CH:43]=[C:42]([CH3:47])[N:41]=3)[NH:38][C:31]3([CH2:35][CH2:34][N:33]([CH3:36])[C:32]3=[O:37])[CH2:30]2)(=[O:28])=[O:27])[CH:25]=[CH:24][CH:23]=[CH:22][CH:21]=1, predict the reaction product. The product is: [C:20]1([S:26]([CH:29]2[CH2:30][C:31]3([CH2:35][CH2:34][N:33]([CH3:36])[C:32]3=[O:37])[NH:38][CH:39]2[C:40]2[CH:45]=[C:44]([C:6]3[CH:7]=[CH:8][C:3]([C:2]([F:13])([F:12])[F:1])=[CH:4][CH:5]=3)[CH:43]=[C:42]([CH3:47])[N:41]=2)(=[O:28])=[O:27])[CH:21]=[CH:22][CH:23]=[CH:24][CH:25]=1. (2) Given the reactants [CH3:1][O:2][C:3](=[O:21])[C:4]1[CH:9]=[C:8]([S:10]CC[Si](C)(C)C)[CH:7]=[C:6]([C:17]([F:20])([F:19])[F:18])[CH:5]=1.[F-].C([N+](CCCC)(CCCC)CCCC)CCC.Cl.C(OCC)(=O)C, predict the reaction product. The product is: [CH3:1][O:2][C:3](=[O:21])[C:4]1[CH:5]=[C:6]([C:17]([F:19])([F:20])[F:18])[CH:7]=[C:8]([SH:10])[CH:9]=1. (3) The product is: [C:1]1([C:7]2[C:11]3[CH:12]=[CH:13][CH:14]=[CH:15][C:10]=3[O:9][C:8]=2[CH:16]([NH:18][C:20]2[N:28]=[CH:27][N:26]=[C:25]3[C:21]=2[N:22]=[CH:23][NH:24]3)[CH3:17])[CH:2]=[CH:3][CH:4]=[CH:5][CH:6]=1. Given the reactants [C:1]1([C:7]2[C:11]3[CH:12]=[CH:13][CH:14]=[CH:15][C:10]=3[O:9][C:8]=2[CH:16]([NH2:18])[CH3:17])[CH:6]=[CH:5][CH:4]=[CH:3][CH:2]=1.Cl[C:20]1[N:28]=[CH:27][N:26]=[C:25]2[C:21]=1[N:22]=[CH:23][NH:24]2.CCN(C(C)C)C(C)C, predict the reaction product. (4) Given the reactants Cl[C:2]1[C:3]2[C:10]([C:11]3[CH:16]=[CH:15][CH:14]=[CH:13][CH:12]=3)=[C:9]([C:17]3[CH:22]=[CH:21][CH:20]=[CH:19][CH:18]=3)[O:8][C:4]=2[N:5]=[CH:6][N:7]=1.[NH2:23][CH2:24][CH2:25][C:26]1[CH:32]=[CH:31][C:29]([NH2:30])=[CH:28][CH:27]=1, predict the reaction product. The product is: [NH2:30][C:29]1[CH:31]=[CH:32][C:26]([CH2:25][CH2:24][NH:23][C:2]2[C:3]3[C:10]([C:11]4[CH:16]=[CH:15][CH:14]=[CH:13][CH:12]=4)=[C:9]([C:17]4[CH:22]=[CH:21][CH:20]=[CH:19][CH:18]=4)[O:8][C:4]=3[N:5]=[CH:6][N:7]=2)=[CH:27][CH:28]=1.